This data is from NCI-60 drug combinations with 297,098 pairs across 59 cell lines. The task is: Regression. Given two drug SMILES strings and cell line genomic features, predict the synergy score measuring deviation from expected non-interaction effect. (1) Drug 1: CCC1=CC2CC(C3=C(CN(C2)C1)C4=CC=CC=C4N3)(C5=C(C=C6C(=C5)C78CCN9C7C(C=CC9)(C(C(C8N6C)(C(=O)OC)O)OC(=O)C)CC)OC)C(=O)OC.C(C(C(=O)O)O)(C(=O)O)O. Drug 2: CN(C)N=NC1=C(NC=N1)C(=O)N. Cell line: SNB-75. Synergy scores: CSS=36.2, Synergy_ZIP=-2.86, Synergy_Bliss=0.0883, Synergy_Loewe=-36.7, Synergy_HSA=-1.32. (2) Drug 1: CC1C(C(CC(O1)OC2CC(CC3=C2C(=C4C(=C3O)C(=O)C5=C(C4=O)C(=CC=C5)OC)O)(C(=O)C)O)N)O.Cl. Drug 2: C1CCC(C(C1)N)N.C(=O)(C(=O)[O-])[O-].[Pt+4]. Cell line: SF-539. Synergy scores: CSS=15.2, Synergy_ZIP=-4.23, Synergy_Bliss=-0.0227, Synergy_Loewe=-0.00237, Synergy_HSA=0.753. (3) Drug 1: C#CCC(CC1=CN=C2C(=N1)C(=NC(=N2)N)N)C3=CC=C(C=C3)C(=O)NC(CCC(=O)O)C(=O)O. Drug 2: C1CN(CCN1C(=O)CCBr)C(=O)CCBr. Cell line: OVCAR-5. Synergy scores: CSS=17.0, Synergy_ZIP=-2.08, Synergy_Bliss=3.26, Synergy_Loewe=6.16, Synergy_HSA=2.66. (4) Drug 1: CC1=CC=C(C=C1)C2=CC(=NN2C3=CC=C(C=C3)S(=O)(=O)N)C(F)(F)F. Drug 2: CCN(CC)CCCC(C)NC1=C2C=C(C=CC2=NC3=C1C=CC(=C3)Cl)OC. Cell line: K-562. Synergy scores: CSS=32.4, Synergy_ZIP=-1.75, Synergy_Bliss=2.24, Synergy_Loewe=3.30, Synergy_HSA=2.60. (5) Drug 1: C1=NC2=C(N=C(N=C2N1C3C(C(C(O3)CO)O)O)F)N. Drug 2: CC1C(C(CC(O1)OC2CC(OC(C2O)C)OC3=CC4=CC5=C(C(=O)C(C(C5)C(C(=O)C(C(C)O)O)OC)OC6CC(C(C(O6)C)O)OC7CC(C(C(O7)C)O)OC8CC(C(C(O8)C)O)(C)O)C(=C4C(=C3C)O)O)O)O. Cell line: ACHN. Synergy scores: CSS=48.2, Synergy_ZIP=-2.40, Synergy_Bliss=0.549, Synergy_Loewe=-16.1, Synergy_HSA=-0.238. (6) Drug 1: C1=CC(=CC=C1CCC2=CNC3=C2C(=O)NC(=N3)N)C(=O)NC(CCC(=O)O)C(=O)O. Drug 2: C1=CC=C(C(=C1)C(C2=CC=C(C=C2)Cl)C(Cl)Cl)Cl. Cell line: T-47D. Synergy scores: CSS=12.7, Synergy_ZIP=-1.37, Synergy_Bliss=2.72, Synergy_Loewe=3.48, Synergy_HSA=3.76. (7) Synergy scores: CSS=-8.52, Synergy_ZIP=18.1, Synergy_Bliss=24.6, Synergy_Loewe=-15.9, Synergy_HSA=-15.4. Drug 1: CC1C(C(CC(O1)OC2CC(CC3=C2C(=C4C(=C3O)C(=O)C5=C(C4=O)C(=CC=C5)OC)O)(C(=O)CO)O)N)O.Cl. Drug 2: CC12CCC3C(C1CCC2OP(=O)(O)O)CCC4=C3C=CC(=C4)OC(=O)N(CCCl)CCCl.[Na+]. Cell line: HL-60(TB).